Dataset: Full USPTO retrosynthesis dataset with 1.9M reactions from patents (1976-2016). Task: Predict the reactants needed to synthesize the given product. The reactants are: S(Cl)(Cl)=O.[NH2:5][C:6]1[CH:14]=[CH:13][C:12]([CH3:15])=[CH:11][C:7]=1[C:8]([OH:10])=[O:9].[CH3:16]O. Given the product [CH3:16][O:9][C:8](=[O:10])[C:7]1[CH:11]=[C:12]([CH3:15])[CH:13]=[CH:14][C:6]=1[NH2:5], predict the reactants needed to synthesize it.